From a dataset of HIV replication inhibition screening data with 41,000+ compounds from the AIDS Antiviral Screen. Binary Classification. Given a drug SMILES string, predict its activity (active/inactive) in a high-throughput screening assay against a specified biological target. (1) The molecule is CCN(CC)[N+](=O)[N-]OS(=O)(=O)N(C)C. The result is 0 (inactive). (2) The compound is O=C(ON=C1CCCCC1=Cc1ccccc1)c1ccc(Cl)c(Cl)c1. The result is 0 (inactive).